Dataset: Peptide-MHC class I binding affinity with 185,985 pairs from IEDB/IMGT. Task: Regression. Given a peptide amino acid sequence and an MHC pseudo amino acid sequence, predict their binding affinity value. This is MHC class I binding data. (1) The binding affinity (normalized) is 0.789. The MHC is HLA-A68:02 with pseudo-sequence HLA-A68:02. The peptide sequence is FANNEFTLV. (2) The peptide sequence is AEAYCTGML. The MHC is HLA-B40:02 with pseudo-sequence HLA-B40:02. The binding affinity (normalized) is 0.564. (3) The peptide sequence is ATAGLTHMM. The MHC is Mamu-A01 with pseudo-sequence Mamu-A01. The binding affinity (normalized) is 1.00. (4) The peptide sequence is CEALLADGL. The MHC is HLA-B27:03 with pseudo-sequence HLA-B27:03. The binding affinity (normalized) is 0.0847.